This data is from Full USPTO retrosynthesis dataset with 1.9M reactions from patents (1976-2016). The task is: Predict the reactants needed to synthesize the given product. (1) The reactants are: C[O:2][C:3](=[O:25])[C:4]1[CH:9]=[CH:8][C:7]([O:10][CH2:11][C:12]2[N:13]([CH3:24])[N:14]=[N:15][C:16]=2[C:17]2[CH:22]=[CH:21][C:20]([F:23])=[CH:19][N:18]=2)=[N:6][CH:5]=1.COC(=O)C1C=CC(OCC2N(C)N=NC=2C2C=CC=CN=2)=NC=1. Given the product [F:23][C:20]1[CH:21]=[CH:22][C:17]([C:16]2[N:15]=[N:14][N:13]([CH3:24])[C:12]=2[CH2:11][O:10][C:7]2[CH:8]=[CH:9][C:4]([C:3]([OH:25])=[O:2])=[CH:5][N:6]=2)=[N:18][CH:19]=1, predict the reactants needed to synthesize it. (2) Given the product [Cl:1][C:2]1[CH:3]=[CH:4][C:5]([C:25]#[N:26])=[C:6]([C:8]2[C:13]([O:14][CH3:15])=[CH:12][N:11]([CH:16]([CH2:20][CH2:21][O:22][CH3:23])[C:17]([NH:27][C:28]3[CH:36]=[C:35]4[C:31]([C:32](=[O:45])[N:33]([CH3:44])[N:34]4[C:37]([O:39][C:40]([CH3:41])([CH3:42])[CH3:43])=[O:38])=[CH:30][CH:29]=3)=[O:18])[C:10](=[O:24])[CH:9]=2)[CH:7]=1, predict the reactants needed to synthesize it. The reactants are: [Cl:1][C:2]1[CH:3]=[CH:4][C:5]([C:25]#[N:26])=[C:6]([C:8]2[C:13]([O:14][CH3:15])=[CH:12][N:11]([CH:16]([CH2:20][CH2:21][O:22][CH3:23])[C:17](O)=[O:18])[C:10](=[O:24])[CH:9]=2)[CH:7]=1.[NH2:27][C:28]1[CH:36]=[C:35]2[C:31]([C:32](=[O:45])[N:33]([CH3:44])[N:34]2[C:37]([O:39][C:40]([CH3:43])([CH3:42])[CH3:41])=[O:38])=[CH:30][CH:29]=1. (3) Given the product [CH:6]([C:4]1[N:3]=[CH:2][N:1]([CH:15]2[CH2:20][CH2:19][N:18]([C:21]([O:23][C:24]([CH3:27])([CH3:26])[CH3:25])=[O:22])[CH2:17][CH2:16]2)[CH:5]=1)=[O:7], predict the reactants needed to synthesize it. The reactants are: [NH:1]1[CH:5]=[C:4]([CH:6]=[O:7])[N:3]=[CH:2]1.[H-].[Na+].CS(O[CH:15]1[CH2:20][CH2:19][N:18]([C:21]([O:23][C:24]([CH3:27])([CH3:26])[CH3:25])=[O:22])[CH2:17][CH2:16]1)(=O)=O.O. (4) Given the product [C:1]([C:5]1[CH:43]=[CH:42][C:8]([C:9]([NH:11][C@@H:12]([CH2:16][C:17]2[CH:22]=[CH:21][C:20]([C:23]3[N:27]=[C:26]([C:28]4[CH:29]=[CH:30][C:31]([O:34][CH2:35][CH2:36][CH2:37][CH2:38][CH2:39][CH2:40][CH3:41])=[CH:32][CH:33]=4)[O:25][N:24]=3)=[CH:19][CH:18]=2)[C:13]([NH:65][CH2:66][C:67]([OH:69])=[O:68])=[O:14])=[O:10])=[CH:7][CH:6]=1)([CH3:4])([CH3:2])[CH3:3], predict the reactants needed to synthesize it. The reactants are: [C:1]([C:5]1[CH:43]=[CH:42][C:8]([C:9]([NH:11][C@@H:12]([CH2:16][C:17]2[CH:22]=[CH:21][C:20]([C:23]3[N:27]=[C:26]([C:28]4[CH:33]=[CH:32][C:31]([O:34][CH2:35][CH2:36][CH2:37][CH2:38][CH2:39][CH2:40][CH3:41])=[CH:30][CH:29]=4)[O:25][N:24]=3)=[CH:19][CH:18]=2)[C:13](O)=[O:14])=[O:10])=[CH:7][CH:6]=1)([CH3:4])([CH3:3])[CH3:2].C1C=CC2N(O)N=NC=2C=1.CCN=C=NCCCN(C)C.[NH2:65][CH2:66][C:67]([O:69]C(C)(C)C)=[O:68]. (5) Given the product [CH2:35]([O:34][C:32](=[O:33])[CH2:31][N:12]1[CH2:13][CH2:14][C@H:9]([O:8][CH2:7][C:6]2[CH:21]=[C:22]([C:24]([F:27])([F:25])[F:26])[CH:23]=[C:4]([C:3]([F:2])([F:28])[F:29])[CH:5]=2)[C@H:10]([C:15]2[CH:16]=[CH:17][CH:18]=[CH:19][CH:20]=2)[CH2:11]1)[CH3:36], predict the reactants needed to synthesize it. The reactants are: Cl.[F:2][C:3]([F:29])([F:28])[C:4]1[CH:5]=[C:6]([CH:21]=[C:22]([C:24]([F:27])([F:26])[F:25])[CH:23]=1)[CH2:7][O:8][C@H:9]1[CH2:14][CH2:13][NH:12][CH2:11][C@H:10]1[C:15]1[CH:20]=[CH:19][CH:18]=[CH:17][CH:16]=1.Br[CH2:31][C:32]([O:34][CH2:35][CH3:36])=[O:33]. (6) Given the product [Cl:6][C:7]1[C:15]2[N:14]=[C:13]3[N:16]([C:20]4[C:25]([CH3:26])=[CH:24][C:23]([Cl:27])=[CH:22][C:21]=4[Cl:28])[CH2:17][CH2:18][CH2:19][N:12]3[C:11]=2[C:10]([C:29]([OH:30])([CH2:34][CH2:35][CH3:36])[CH2:1][CH2:2][CH3:3])=[CH:9][CH:8]=1, predict the reactants needed to synthesize it. The reactants are: [CH2:1]([Mg]Br)[CH2:2][CH3:3].[Cl:6][C:7]1[CH:8]=[CH:9][C:10]([C:29](OC)=[O:30])=[C:11]2[C:15]=1[N:14]=[C:13]1[N:16]([C:20]3[C:25]([CH3:26])=[CH:24][C:23]([Cl:27])=[CH:22][C:21]=3[Cl:28])[CH2:17][CH2:18][CH2:19][N:12]21.O1C[CH2:36][CH2:35][CH2:34]1. (7) Given the product [F:1][C:2]1[C:7]2[N:8]([CH3:9])[C:22]([CH3:23])=[N:10][C:6]=2[CH:5]=[CH:4][CH:3]=1, predict the reactants needed to synthesize it. The reactants are: [F:1][C:2]1[CH:3]=[CH:4][CH:5]=[C:6]([NH2:10])[C:7]=1[NH:8][CH3:9].C(C(CC)(CC)C([O-])([O-])[O-])C.[CH2:22](O)[CH3:23].